Regression. Given a peptide amino acid sequence and an MHC pseudo amino acid sequence, predict their binding affinity value. This is MHC class II binding data. From a dataset of Peptide-MHC class II binding affinity with 134,281 pairs from IEDB. The peptide sequence is LIDYNKAALSKFKED. The MHC is H-2-IAd with pseudo-sequence H-2-IAd. The binding affinity (normalized) is 0.828.